This data is from Full USPTO retrosynthesis dataset with 1.9M reactions from patents (1976-2016). The task is: Predict the reactants needed to synthesize the given product. (1) Given the product [C:40]([C:44]1[O:48][N:47]=[C:46]([C:17]([NH:16][CH2:15][C:12]2[CH:13]=[CH:14][C:9]([C:6]3[CH:5]=[CH:4][N:3]=[C:2]4[NH:1][C:37]([C:34]5[CH:33]=[CH:32][C:31]([CH:29]([OH:30])[CH2:28][OH:27])=[CH:36][N:35]=5)=[N:8][C:7]=34)=[CH:10][C:11]=2[F:24])=[O:23])[N:45]=1)([CH3:43])([CH3:42])[CH3:41], predict the reactants needed to synthesize it. The reactants are: [NH2:1][C:2]1[C:7]([NH2:8])=[C:6]([C:9]2[CH:14]=[CH:13][C:12]([CH2:15][NH:16][C:17](=[O:23])OC(C)(C)C)=[C:11]([F:24])[CH:10]=2)[CH:5]=[CH:4][N:3]=1.CC1(C)[O:30][CH:29]([C:31]2[CH:32]=[CH:33][C:34]([CH:37]=O)=[N:35][CH:36]=2)[CH2:28][O:27]1.[C:40]([C:44]1[O:48][N:47]=[C:46](C([O-])=O)[N:45]=1)([CH3:43])([CH3:42])[CH3:41]. (2) Given the product [C:8]1([C:7]2[N:6]=[C:5]3[N:14]=[CH:15][CH:16]=[CH:17][C:4]3=[N:3][C:2]=2[C:19]2[CH:24]=[CH:23][C:22]([CH3:25])=[CH:21][CH:20]=2)[CH:13]=[CH:12][CH:11]=[CH:10][CH:9]=1, predict the reactants needed to synthesize it. The reactants are: Cl[C:2]1[N:3]=[C:4]2[CH:17]=[CH:16][CH:15]=[N:14][C:5]2=[N:6][C:7]=1[C:8]1[CH:13]=[CH:12][CH:11]=[CH:10][CH:9]=1.B(O)(O)[C:19]1[CH:20]=[CH:21][C:22]([CH3:25])=[CH:23][CH:24]=1.C(=O)([O-])[O-].[K+].[K+].